This data is from NCI-60 drug combinations with 297,098 pairs across 59 cell lines. The task is: Regression. Given two drug SMILES strings and cell line genomic features, predict the synergy score measuring deviation from expected non-interaction effect. (1) Drug 2: COC1=CC(=CC(=C1O)OC)C2C3C(COC3=O)C(C4=CC5=C(C=C24)OCO5)OC6C(C(C7C(O6)COC(O7)C8=CC=CS8)O)O. Cell line: M14. Drug 1: COC1=C(C=C2C(=C1)N=CN=C2NC3=CC(=C(C=C3)F)Cl)OCCCN4CCOCC4. Synergy scores: CSS=37.8, Synergy_ZIP=-10.8, Synergy_Bliss=-5.60, Synergy_Loewe=-10.6, Synergy_HSA=-3.96. (2) Drug 1: CN1C(=O)N2C=NC(=C2N=N1)C(=O)N. Drug 2: CC1=C(C(=CC=C1)Cl)NC(=O)C2=CN=C(S2)NC3=CC(=NC(=N3)C)N4CCN(CC4)CCO. Cell line: NCI-H460. Synergy scores: CSS=25.5, Synergy_ZIP=-0.516, Synergy_Bliss=-0.159, Synergy_Loewe=0.327, Synergy_HSA=0.921. (3) Drug 1: C1=C(C(=O)NC(=O)N1)F. Drug 2: CC1=C(N=C(N=C1N)C(CC(=O)N)NCC(C(=O)N)N)C(=O)NC(C(C2=CN=CN2)OC3C(C(C(C(O3)CO)O)O)OC4C(C(C(C(O4)CO)O)OC(=O)N)O)C(=O)NC(C)C(C(C)C(=O)NC(C(C)O)C(=O)NCCC5=NC(=CS5)C6=NC(=CS6)C(=O)NCCC[S+](C)C)O. Cell line: NCI-H460. Synergy scores: CSS=52.2, Synergy_ZIP=-0.940, Synergy_Bliss=-2.73, Synergy_Loewe=1.19, Synergy_HSA=2.12. (4) Drug 1: CC=C1C(=O)NC(C(=O)OC2CC(=O)NC(C(=O)NC(CSSCCC=C2)C(=O)N1)C(C)C)C(C)C. Drug 2: CC(C)(C#N)C1=CC(=CC(=C1)CN2C=NC=N2)C(C)(C)C#N. Cell line: COLO 205. Synergy scores: CSS=5.60, Synergy_ZIP=2.38, Synergy_Bliss=-1.13, Synergy_Loewe=-11.3, Synergy_HSA=-4.24. (5) Drug 1: CC1C(C(CC(O1)OC2CC(CC3=C2C(=C4C(=C3O)C(=O)C5=C(C4=O)C(=CC=C5)OC)O)(C(=O)C)O)N)O.Cl. Drug 2: CN(C)C1=NC(=NC(=N1)N(C)C)N(C)C. Cell line: UO-31. Synergy scores: CSS=7.54, Synergy_ZIP=-2.20, Synergy_Bliss=-0.870, Synergy_Loewe=-38.6, Synergy_HSA=-2.40.